Dataset: hERG potassium channel inhibition data for cardiac toxicity prediction from Karim et al.. Task: Regression/Classification. Given a drug SMILES string, predict its toxicity properties. Task type varies by dataset: regression for continuous values (e.g., LD50, hERG inhibition percentage) or binary classification for toxic/non-toxic outcomes (e.g., AMES mutagenicity, cardiotoxicity, hepatotoxicity). Dataset: herg_karim. (1) The drug is CC(C)[C@@H](Oc1ccc(CNC(=O)[C@@H]2CCCN2C(=O)CC([NH3+])Cc2cc(F)ccc2F)cc1)C(=O)O. The result is 0 (non-blocker). (2) The drug is O=C1COc2cc3c(cc2N1)C(N1CCC(NC(=O)c2cc(=O)c4ccc(F)cc4o2)CC1)CC3. The result is 0 (non-blocker).